The task is: Predict the product of the given reaction.. This data is from Forward reaction prediction with 1.9M reactions from USPTO patents (1976-2016). Given the reactants [H-].C([Al+]CC(C)C)C(C)C.C1(C)C=CC=CC=1.C(Cl)Cl.[Cl:21][C:22]1[N:32]=[CH:31][CH:30]=[CH:29][C:23]=1[C:24](OCC)=[O:25], predict the reaction product. The product is: [Cl:21][C:22]1[C:23]([CH2:24][OH:25])=[CH:29][CH:30]=[CH:31][N:32]=1.